This data is from Forward reaction prediction with 1.9M reactions from USPTO patents (1976-2016). The task is: Predict the product of the given reaction. (1) Given the reactants [C:1](Cl)(Cl)=[O:2].N1C2C(=CC=CC=2)C=CC=1.COC[O:18][C:19](=[O:33])[CH:20]([OH:32])[CH2:21][S:22]([CH2:25][C:26]1[CH:31]=[CH:30][CH:29]=[CH:28][CH:27]=1)(=[O:24])=[O:23].[NH:34]1[CH2:39][CH2:38][O:37][CH2:36][CH2:35]1, predict the reaction product. The product is: [C:19]([C@@H:20]([O:32][C:1]([N:34]1[CH2:39][CH2:38][O:37][CH2:36][CH2:35]1)=[O:2])[CH2:21][S:22]([CH2:25][C:26]1[CH:27]=[CH:28][CH:29]=[CH:30][CH:31]=1)(=[O:23])=[O:24])([OH:18])=[O:33]. (2) Given the reactants CO[CH:3](OC)[CH2:4][NH2:5].C(N(CC)CC)C.[CH3:15][O:16][C:17]1[CH:18]=[C:19]([CH2:23][C:24](Cl)=[O:25])[CH:20]=[CH:21][CH:22]=1.O, predict the reaction product. The product is: [CH3:15][O:16][C:17]1[CH:22]=[CH:21][C:20]2[CH2:3][CH2:4][NH:5][C:24](=[O:25])[CH2:23][C:19]=2[CH:18]=1.